From a dataset of Catalyst prediction with 721,799 reactions and 888 catalyst types from USPTO. Predict which catalyst facilitates the given reaction. Reactant: C(O)(C(F)(F)F)=O.[F:8][C:9]1[C:14]([CH2:15][CH2:16][NH:17]C(=O)OC(C)(C)C)=[C:13]([I:25])[CH:12]=[CH:11][N:10]=1.C([O-])(O)=O.[Na+]. Product: [F:8][C:9]1[C:14]([CH2:15][CH2:16][NH2:17])=[C:13]([I:25])[CH:12]=[CH:11][N:10]=1. The catalyst class is: 2.